Dataset: Experimentally validated miRNA-target interactions with 360,000+ pairs, plus equal number of negative samples. Task: Binary Classification. Given a miRNA mature sequence and a target amino acid sequence, predict their likelihood of interaction. (1) The miRNA is hsa-miR-3157-5p with sequence UUCAGCCAGGCUAGUGCAGUCU. The protein sequence of the target gene is MADRGCPLEAAPLPAEVRESLAELELELSEGDITQKGYEKKRAKLLARYIPLIQGIDPSLQAENRIPGPSQTTAAAPKQQKSRPTASRDERFRSDVHTEAVQAALAKYKERKMPMPSKRRSVLVHSSVETYTPPDTSSASEDEGSLRRPGRLTSTPLQSHSSVEPWLDRVIQGSSTSSSASSTSSHPGGRPTTAPSAAATPGAAATTALAGLEAHTHIDLHSAPPDVTTGLVEHSYFERPQVASVRSVPRGCSGSMLETADGVPVNSRVSSKIQQLLNTLKRPKRPPLKEFFVDDFEELL.... Result: 1 (interaction). (2) The miRNA is hsa-miR-4662a-3p with sequence AAAGAUAGACAAUUGGCUAAAU. The protein sequence of the target gene is MTTPALLPLSGRRIPPLNLGPPSFPHHRATLRLSEKFILLLILSAFITLCFGAFFFLPDSSKHKRFDLGLEDVLIPHVDAGKGAKNPGVFLIHGPDEHRHREEEERLRNKIRADHEKALEEAKEKLRKSREEIRAEIQTEKNKVVQEMKIKENKPLPPVPIPNLVGIRGGDPEDNDIREKREKIKEMMKHAWDNYRTYGWGHNELRPIARKGHSPNIFGSSQMGATIVDALDTLYIMGLHDEFLDGQRWIEDNLDFSVNSEVSVFEVNIRFIGGLLAAYYLSGEEIFKIKAVQLAEKLLP.... Result: 1 (interaction). (3) The protein sequence of the target gene is MSLALRGELVVDKTKRKKRRELSEEQKQEIKDAFELFDTDKDQAIDYHELKVAMRALGFDVKKADVLKILKDYDREATGKITFEDFNEVVTDWILERDPHEEILKAFKLFDDDDSGKISLRNLRRVARELGENMSDEELRAMIEEFDKDGDGEINQEEFIAIMTGDI. The miRNA is hsa-miR-363-3p with sequence AAUUGCACGGUAUCCAUCUGUA. Result: 0 (no interaction). (4) The miRNA is mmu-miR-668-3p with sequence UGUCACUCGGCUCGGCCCACUACC. The protein sequence of the target gene is MTAWTMGARGLDKRGSFFKLIDTIASEIGELKQEMVRTDVNLENGLEPAETHSMVRHKDGGYSEEEDVKTCARDSGYDSLSNRLSILDRLLHTHPIWLQLSLSEEEAAEVLQAQPPGIFLVHKSTKMQKKVLSLRLPCEFGAPLKEFAIKESTYTFSLEGSGISFADLFRLIAFYCISRDVLPFTLKLPYAISTAKSEAQLEELAQMGLNFWSSPADSKPPNLPPPHRPLSSDGVCPASLRQLCLINGVHSIKTRTPSELECSQTNGALCFINPLFLKVHSQDLSGGLKRPSTRTPNANG.... Result: 0 (no interaction).